From a dataset of Full USPTO retrosynthesis dataset with 1.9M reactions from patents (1976-2016). Predict the reactants needed to synthesize the given product. Given the product [O:21]=[C:4]1[CH:5]=[C:6]([CH:8]2[CH2:9][CH2:10][N:11]([C:14]([O:16][C:17]([CH3:18])([CH3:19])[CH3:20])=[O:15])[CH2:12][CH2:13]2)[N:23]2[N:22]=[C:26]3[N:27]=[CH:28][CH:29]=[N:30][C:25]3=[C:24]2[NH:31]1, predict the reactants needed to synthesize it. The reactants are: C(O[C:4](=[O:21])[CH2:5][C:6]([CH:8]1[CH2:13][CH2:12][N:11]([C:14]([O:16][C:17]([CH3:20])([CH3:19])[CH3:18])=[O:15])[CH2:10][CH2:9]1)=O)C.[NH:22]1[C:26]2=[N:27][CH:28]=[CH:29][N:30]=[C:25]2[C:24]([NH2:31])=[N:23]1.P([O-])([O-])([O-])=O.[K+].[K+].[K+].